Dataset: Forward reaction prediction with 1.9M reactions from USPTO patents (1976-2016). Task: Predict the product of the given reaction. (1) The product is: [CH:1]1([C:4]2[NH:8][N:7]=[C:6]([NH:9][C:10]3[C:19]4[C:14](=[CH:15][C:16]([O:35][CH2:34][CH2:33][O:32][CH3:31])=[CH:17][CH:18]=4)[N:13]=[C:12]([NH:21][C@H:22]([C:24]4[CH:25]=[CH:26][C:27]([F:30])=[CH:28][CH:29]=4)[CH3:23])[N:11]=3)[CH:5]=2)[CH2:2][CH2:3]1. Given the reactants [CH:1]1([C:4]2[NH:8][N:7]=[C:6]([NH:9][C:10]3[C:19]4[C:14](=[CH:15][C:16](F)=[CH:17][CH:18]=4)[N:13]=[C:12]([NH:21][C@H:22]([C:24]4[CH:29]=[CH:28][C:27]([F:30])=[CH:26][CH:25]=4)[CH3:23])[N:11]=3)[CH:5]=2)[CH2:3][CH2:2]1.[CH3:31][O:32][CH2:33][CH2:34][OH:35].CC(C)([O-])C.[K+], predict the reaction product. (2) Given the reactants C(Cl)(=O)C(Cl)=O.CS(C)=O.[Cl:11][C:12]1[CH:17]=[CH:16][C:15]([CH:18]([OH:47])[C:19]2[CH:20]=[C:21]([C:37]3[CH:42]=[CH:41][N:40]=[C:39]([NH:43][C:44](=[O:46])[CH3:45])[CH:38]=3)[S:22][C:23]=2[C:24]2[N:28]=[CH:27][N:26]([CH2:29][O:30][CH2:31][CH2:32][Si:33]([CH3:36])([CH3:35])[CH3:34])[N:25]=2)=[CH:14][CH:13]=1.C(N(CC)CC)C, predict the reaction product. The product is: [Cl:11][C:12]1[CH:13]=[CH:14][C:15]([C:18]([C:19]2[CH:20]=[C:21]([C:37]3[CH:42]=[CH:41][N:40]=[C:39]([NH:43][C:44](=[O:46])[CH3:45])[CH:38]=3)[S:22][C:23]=2[C:24]2[N:28]=[CH:27][N:26]([CH2:29][O:30][CH2:31][CH2:32][Si:33]([CH3:34])([CH3:35])[CH3:36])[N:25]=2)=[O:47])=[CH:16][CH:17]=1. (3) The product is: [C:15]1([CH:7]([C:1]2[CH:2]=[CH:3][CH:4]=[CH:5][CH:6]=2)[C:8]2[CH:9]=[CH:10][C:11](=[O:14])[N:12]([CH2:28][CH2:29][CH2:30][O:31][C:32]3[CH:33]=[C:34]([CH:42]=[CH:43][CH:44]=3)[O:35][CH2:36][C:37]([O:39][CH2:40][CH3:41])=[O:38])[N:13]=2)[CH:16]=[CH:17][CH:18]=[CH:19][CH:20]=1. Given the reactants [C:1]1([CH:7]([C:15]2[CH:20]=[CH:19][CH:18]=[CH:17][CH:16]=2)[C:8]2[CH:9]=[CH:10][C:11](=[O:14])[NH:12][N:13]=2)[CH:6]=[CH:5][CH:4]=[CH:3][CH:2]=1.[H-].[Na+].CS(O[CH2:28][CH2:29][CH2:30][O:31][C:32]1[CH:33]=[C:34]([CH:42]=[CH:43][CH:44]=1)[O:35][CH2:36][C:37]([O:39][CH2:40][CH3:41])=[O:38])(=O)=O, predict the reaction product. (4) The product is: [CH3:1][C:2]1[O:6][N:5]=[C:4]([C:7]2[CH:12]=[CH:11][CH:10]=[CH:9][CH:8]=2)[C:3]=1[CH2:13][O:14][C:18]1[CH:25]=[CH:24][C:21]([C:22]#[N:23])=[CH:20][N:19]=1. Given the reactants [CH3:1][C:2]1[O:6][N:5]=[C:4]([C:7]2[CH:12]=[CH:11][CH:10]=[CH:9][CH:8]=2)[C:3]=1[CH2:13][OH:14].[H-].[Na+].Cl[C:18]1[CH:25]=[CH:24][C:21]([C:22]#[N:23])=[CH:20][N:19]=1, predict the reaction product. (5) Given the reactants [CH3:1][O:2][C:3]([C:5]1[CH:6]=[C:7]2[C:12](=[CH:13][CH:14]=1)[NH:11][CH:10]([C:15]1[CH:20]=[C:19](Br)[CH:18]=[CH:17][C:16]=1[CH2:22][CH3:23])[CH2:9][C:8]2([CH3:25])[CH3:24])=[O:4].[NH:26]1[CH2:31][CH2:30][O:29][CH2:28][CH2:27]1.Cl.[CH3:33]N(C)CC(O)=O.C(=O)([O-])[O-].[K+].[K+], predict the reaction product. The product is: [CH2:1]([O:2][C:3]([C:5]1[CH:6]=[C:7]2[C:12](=[CH:13][CH:14]=1)[NH:11][CH:10]([C:15]1[CH:20]=[C:19]([N:26]3[CH2:31][CH2:30][O:29][CH2:28][CH2:27]3)[CH:18]=[CH:17][C:16]=1[CH2:22][CH3:23])[CH2:9][C:8]2([CH3:25])[CH3:24])=[O:4])[CH3:33]. (6) Given the reactants [F:1][C:2]1[CH:7]=[CH:6][C:5]([C:8]2[N:12]([S:13]([C:16]3[CH:21]=[CH:20][CH:19]=[CH:18][CH:17]=3)(=[O:15])=[O:14])[C:11]([CH3:22])=[C:10]([C:23](OCC)=[O:24])[CH:9]=2)=[CH:4][CH:3]=1.C1(C)C=CC=CC=1.[H-].C([Al+]CC(C)C)C(C)C.Cl, predict the reaction product. The product is: [F:1][C:2]1[CH:3]=[CH:4][C:5]([C:8]2[N:12]([S:13]([C:16]3[CH:21]=[CH:20][CH:19]=[CH:18][CH:17]=3)(=[O:15])=[O:14])[C:11]([CH3:22])=[C:10]([CH2:23][OH:24])[CH:9]=2)=[CH:6][CH:7]=1. (7) Given the reactants [F:1][C:2]1[CH:7]=[C:6]([F:8])[CH:5]=[CH:4][C:3]=1[N:9]1[C:17](=[O:18])[C:16]2[C@H:15]3[C:19]([CH3:21])([CH3:20])[C@:12]([CH3:22])([CH2:13][CH2:14]3)[C:11]=2[NH:10]1.Br[CH2:24][C:25]1[CH:34]=[CH:33][C:28]([C:29]([O:31][CH3:32])=[O:30])=[CH:27][CH:26]=1.ClCCl, predict the reaction product. The product is: [CH3:32][O:31][C:29](=[O:30])[C:28]1[CH:33]=[CH:34][C:25]([CH2:24][N:10]2[C:11]3[C@:12]4([CH3:22])[C:19]([CH3:21])([CH3:20])[C@@H:15]([CH2:14][CH2:13]4)[C:16]=3[C:17](=[O:18])[N:9]2[C:3]2[CH:4]=[CH:5][C:6]([F:8])=[CH:7][C:2]=2[F:1])=[CH:26][CH:27]=1. (8) Given the reactants [CH3:1][O:2][C:3]1[CH:8]=[CH:7][C:6]([C:9]2[CH:14]=[C:13]([C:15]([F:18])([F:17])[F:16])[N:12]3[N:19]=[CH:20][C:21]([C:22](O)=[O:23])=[C:11]3[N:10]=2)=[CH:5][CH:4]=1.S(Cl)(Cl)=O.CCN(C(C)C)C(C)C.C(O)(C(F)(F)F)=O.[F:45][C:46]([F:61])([F:60])[CH:47]([N:54]1[CH2:59][CH2:58][NH:57][CH2:56][CH2:55]1)[C:48]1[CH:53]=[CH:52][CH:51]=[CH:50][CH:49]=1, predict the reaction product. The product is: [CH3:1][O:2][C:3]1[CH:8]=[CH:7][C:6]([C:9]2[CH:14]=[C:13]([C:15]([F:18])([F:16])[F:17])[N:12]3[N:19]=[CH:20][C:21]([C:22]([N:57]4[CH2:58][CH2:59][N:54]([CH:47]([C:48]5[CH:49]=[CH:50][CH:51]=[CH:52][CH:53]=5)[C:46]([F:45])([F:60])[F:61])[CH2:55][CH2:56]4)=[O:23])=[C:11]3[N:10]=2)=[CH:5][CH:4]=1.